Dataset: Peptide-MHC class II binding affinity with 134,281 pairs from IEDB. Task: Regression. Given a peptide amino acid sequence and an MHC pseudo amino acid sequence, predict their binding affinity value. This is MHC class II binding data. (1) The peptide sequence is SDAKTLVLNIKYTRP. The MHC is HLA-DPA10301-DPB10402 with pseudo-sequence HLA-DPA10301-DPB10402. The binding affinity (normalized) is 0.132. (2) The peptide sequence is NARILKNCVDAKMTE. The MHC is HLA-DPA10201-DPB11401 with pseudo-sequence HLA-DPA10201-DPB11401. The binding affinity (normalized) is 0.156. (3) The peptide sequence is HVKHFVINLIGDFEV. The MHC is DRB5_0101 with pseudo-sequence DRB5_0101. The binding affinity (normalized) is 0.0799. (4) The peptide sequence is RGLKLATALSLSNKF. The MHC is HLA-DPA10103-DPB10401 with pseudo-sequence HLA-DPA10103-DPB10401. The binding affinity (normalized) is 0.449.